Dataset: Human Reference Interactome with 51,813 positive PPI pairs across 8,248 proteins, plus equal number of experimentally-validated negative pairs. Task: Binary Classification. Given two protein amino acid sequences, predict whether they physically interact or not. Protein 1 (ENSG00000274641) has sequence MPDPAKSAPAPKKGSKKAVTKAQKKDGKKRKRSRKESYSIYVYKVLKQVHPDTGISSKAMGIMNSFVNDIFERIAGEASRLAHYNKRSTITSREIQTAVRLLLPGELAKHAVSEGTKAVTKYTSSK*. Protein 2 (ENSG00000167645) has sequence MPGSASKRRIPVSQPGMADPHQLFDDTSSAQSRGYGAQRAPGGLSYPAASPTPHAAFLADPVSNMAMAYGSSLAAQGKELVDKNIDRFIPITKLKYYFAVDTMYVGRKLGLLFFPYLHQDWEVQYQQDTPVAPRFDVNAPDLYIPAMAFITYVLVAGLALGTQDRFSPDLLGLQASSALAWLTLEVLAILLSLYLVTVNTDLTTIDLVAFLGYKYVGMIGGVLMGLLFGKIGYYLVLGWCCVAIFVFMIRTLRLKILADAAAEGVPVRGARNQLRMYLTMAVAAAQPMLMYWLTFHLVR*.... Result: 0 (the proteins do not interact).